From a dataset of Forward reaction prediction with 1.9M reactions from USPTO patents (1976-2016). Predict the product of the given reaction. (1) Given the reactants [CH3:1][C:2]1[CH:7]=[CH:6][CH:5]=[C:4]([CH3:8])[C:3]=1[OH:9].O1CCOCC1.CC(C)([O-])C.[K+].Cl[C:23]1[N:24]=[N+:25]([O-:30])[C:26]([Cl:29])=[CH:27][CH:28]=1, predict the reaction product. The product is: [Cl:29][C:26]1[N+:25]([O-:30])=[N:24][C:23]([O:9][C:3]2[C:4]([CH3:8])=[CH:5][CH:6]=[CH:7][C:2]=2[CH3:1])=[CH:28][CH:27]=1. (2) Given the reactants [NH2:1][C:2]1[CH:3]=[N:4][CH:5]=[CH:6][C:7]=1[N:8]1[CH2:13][CH2:12][CH2:11][C@H:10]([NH:14][C:15](=[O:21])[O:16][C:17]([CH3:20])([CH3:19])[CH3:18])[CH2:9]1.[Br:22][C:23]1[N:28]=[C:27]([C:29](O)=[O:30])[CH:26]=[CH:25][C:24]=1[F:32], predict the reaction product. The product is: [Br:22][C:23]1[N:28]=[C:27]([C:29]([NH:1][C:2]2[CH:3]=[N:4][CH:5]=[CH:6][C:7]=2[N:8]2[CH2:13][CH2:12][CH2:11][C@H:10]([NH:14][C:15](=[O:21])[O:16][C:17]([CH3:18])([CH3:20])[CH3:19])[CH2:9]2)=[O:30])[CH:26]=[CH:25][C:24]=1[F:32]. (3) Given the reactants [C:1]([N:4]1[CH2:9][CH2:8][CH:7]([C:10](N(OC)C)=[O:11])[CH2:6][CH2:5]1)(=[O:3])[CH3:2].[CH3:16][Mg]Br, predict the reaction product. The product is: [N:4]1([C:1](=[O:3])[CH3:2])[CH2:5][CH2:6][CH:7]([C:10](=[O:11])[CH3:16])[CH2:8][CH2:9]1.